Dataset: Full USPTO retrosynthesis dataset with 1.9M reactions from patents (1976-2016). Task: Predict the reactants needed to synthesize the given product. The reactants are: [C:1]([CH:3]=[C:4]1[CH2:9][CH2:8][N:7]([C:10]2[CH:15]=[CH:14][C:13]([N:16]3[CH2:20][C@H:19]([CH2:21][NH2:22])[O:18][C:17]3=[O:23])=[CH:12][C:11]=2[F:24])[CH2:6][CH:5]1[CH3:25])#[N:2].[F:26][C:27]([F:32])([F:31])[C:28](O)=[O:29]. Given the product [C:1]([CH:3]=[C:4]1[CH2:9][CH2:8][N:7]([C:10]2[CH:15]=[CH:14][C:13]([N:16]3[CH2:20][C@H:19]([CH2:21][NH:22][C:28](=[O:29])[C:27]([F:32])([F:31])[F:26])[O:18][C:17]3=[O:23])=[CH:12][C:11]=2[F:24])[CH2:6][CH:5]1[CH3:25])#[N:2], predict the reactants needed to synthesize it.